From a dataset of Orexin1 receptor HTS with 218,158 compounds and 233 confirmed actives. Binary Classification. Given a drug SMILES string, predict its activity (active/inactive) in a high-throughput screening assay against a specified biological target. (1) The molecule is S(=O)(=O)(N1N=C(CC1c1ccccc1)c1cc(NS(=O)(=O)C)ccc1)CC. The result is 0 (inactive). (2) The drug is S(=O)(=O)(N1CCOCC1)c1c(ccc(NC(=O)COc2ncnc3c2ccc([N+]([O-])=O)c3)c1)C. The result is 0 (inactive). (3) The compound is o1c(CCCOC(=O)c2occc2)cc2c(c1=O)cc(OC)c(OC)c2. The result is 0 (inactive). (4) The drug is S(=O)(=O)(N(C(=O)C(C)C)c1cc2sc(oc2cc1)=O)c1sccc1. The result is 0 (inactive). (5) The compound is s1cc(nc1)CC(/NN)=C1/C(O)=CC(=O)C=C1. The result is 0 (inactive). (6) The compound is Fc1c(N2CCC(N3CC(N(CC3)Cc3c(OCC)cccc3)CCO)CC2)cccc1. The result is 0 (inactive).